This data is from Forward reaction prediction with 1.9M reactions from USPTO patents (1976-2016). The task is: Predict the product of the given reaction. (1) Given the reactants [Br:1][C:2]1[CH:3]=[CH:4][CH:5]=[C:6]2[C:11]=1[N:10]=[CH:9][C:8]([C:12]([O:14][CH2:15][CH3:16])=[O:13])=[C:7]2O.O=P(Cl)(Cl)[Cl:20], predict the reaction product. The product is: [Br:1][C:2]1[CH:3]=[CH:4][CH:5]=[C:6]2[C:11]=1[N:10]=[CH:9][C:8]([C:12]([O:14][CH2:15][CH3:16])=[O:13])=[C:7]2[Cl:20]. (2) Given the reactants [NH:1]1[C:9]2[C:4](=[CH:5][CH:6]=[CH:7][CH:8]=2)[CH:3]=[CH:2]1.[S-:10][C:11]#[N:12].[NH4+].OOS([O-])=O.[K+], predict the reaction product. The product is: [N:12]([C:3]1[C:4]2[C:9](=[CH:8][CH:7]=[CH:6][CH:5]=2)[NH:1][CH:2]=1)=[C:11]=[S:10]. (3) Given the reactants [Cl:1][C:2]1[C:7]([C:8]([F:11])([F:10])[F:9])=[CH:6][N:5]=[C:4]([NH:12][C:13]2[CH:27]=[CH:26][C:16]([CH2:17][P:18](=[O:25])([O:22][CH2:23][CH3:24])[O:19][CH2:20][CH3:21])=[CH:15][CH:14]=2)[N:3]=1.NC1C=CC(CP(=O)(OCC)[O:35][CH2:36][CH3:37])=CC=1OCC.ClC1N=C(Cl)C(C(F)(F)F)=CN=1, predict the reaction product. The product is: [Cl:1][C:2]1[C:7]([C:8]([F:11])([F:10])[F:9])=[CH:6][N:5]=[C:4]([NH:12][C:13]2[CH:27]=[CH:26][C:16]([CH2:17][P:18](=[O:25])([O:22][CH2:23][CH3:24])[O:19][CH2:20][CH3:21])=[CH:15][C:14]=2[O:35][CH2:36][CH3:37])[N:3]=1. (4) Given the reactants [CH2:1]([O:3][C:4]1[C:13]2[C:8](=[CH:9][CH:10]=[C:11](/[CH:14]=[C:15]3/[C:16](=[O:22])[N:17]=[C:18](SC)[S:19]/3)[CH:12]=2)[N:7]=[CH:6][C:5]=1[C:23]#[N:24])[CH3:2].[CH3:25][O:26][CH2:27][CH2:28][O:29][CH2:30][CH2:31][NH2:32].CCN(C(C)C)C(C)C, predict the reaction product. The product is: [CH3:25][O:26][CH2:27][CH2:28][O:29][CH2:30][CH2:31][NH:32][C:18]1[S:19]/[C:15](=[CH:14]\[C:11]2[CH:12]=[C:13]3[C:8](=[CH:9][CH:10]=2)[N:7]=[CH:6][C:5]([C:23]#[N:24])=[C:4]3[O:3][CH2:1][CH3:2])/[C:16](=[O:22])[N:17]=1. (5) The product is: [O:39]1[CH:40]=[CH:41][N:42]=[C:38]1[C:9]1[CH:10]=[CH:11][C:12]([O:15][CH2:16][CH2:17][N:18]([CH2:31][C:32]([F:33])([F:34])[F:35])[C:19]2[CH:26]=[CH:25][C:22]([C:23]#[N:24])=[C:21]([C:27]([F:28])([F:29])[F:30])[CH:20]=2)=[CH:13][CH:14]=1. Given the reactants CC1(C)C(C)(C)OB([C:9]2[CH:14]=[CH:13][C:12]([O:15][CH2:16][CH2:17][N:18]([CH2:31][C:32]([F:35])([F:34])[F:33])[C:19]3[CH:26]=[CH:25][C:22]([C:23]#[N:24])=[C:21]([C:27]([F:30])([F:29])[F:28])[CH:20]=3)=[CH:11][CH:10]=2)O1.I[C:38]1[O:39][CH:40]=[CH:41][N:42]=1, predict the reaction product. (6) The product is: [F:9][C:10]1[CH:15]=[CH:14][C:13]([C:2]2[CH:7]=[CH:6][N:5]=[C:4]([CH3:8])[CH:3]=2)=[CH:12][CH:11]=1. Given the reactants Cl[C:2]1[CH:7]=[CH:6][N:5]=[C:4]([CH3:8])[CH:3]=1.[F:9][C:10]1[CH:15]=[CH:14][C:13](B(O)O)=[CH:12][CH:11]=1, predict the reaction product. (7) Given the reactants CC1C(N=C=O)=CC([N:8]=[C:9]=[O:10])=CC=1.C(C1[C:23]([OH:24])=[C:22](C(C)(C)C)C=C(C)C=1)(C)(C)C.[C:30]([O-:43])(=[O:42])[CH2:31][CH2:32]CCCCCCCCC.[C:30]([O-:43])(=[O:42])[CH2:31][CH2:32]CCCCCCCCC.C([Sn+2]CCCC)CCC.C(OCCO)(=O)C=C, predict the reaction product. The product is: [C:30]([OH:43])(=[O:42])[CH:31]=[CH2:32].[NH2:8][C:9]([O:24][CH2:23][CH3:22])=[O:10].